From a dataset of Forward reaction prediction with 1.9M reactions from USPTO patents (1976-2016). Predict the product of the given reaction. (1) Given the reactants [F:1][C:2]1[CH:7]=[C:6]([F:8])[CH:5]=[CH:4][C:3]=1[C:9]([OH:35])([CH2:28][N:29]1[C:33](=[S:34])[NH:32][N:31]=[N:30]1)[C:10]([C:13]1[N:18]=[CH:17][C:16]([O:19][C:20]2[CH:27]=[CH:26][C:23]([C:24]#[N:25])=[CH:22][CH:21]=2)=[CH:15][CH:14]=1)([F:12])[F:11].[H-].[Na+].N#N.[CH3:40]I, predict the reaction product. The product is: [F:1][C:2]1[CH:7]=[C:6]([F:8])[CH:5]=[CH:4][C:3]=1[C:9]([OH:35])([CH2:28][N:29]1[C:33]([S:34][CH3:40])=[N:32][N:31]=[N:30]1)[C:10]([C:13]1[N:18]=[CH:17][C:16]([O:19][C:20]2[CH:21]=[CH:22][C:23]([C:24]#[N:25])=[CH:26][CH:27]=2)=[CH:15][CH:14]=1)([F:12])[F:11]. (2) Given the reactants [Cl-:1].[Cl-].[N+](C1C=C([N+]([O-])=O)C=CC=1[N+:15]1[CH:20]=[CH:19][C:18]([C:21]2[CH:26]=[CH:25][N+:24](C3C=CC([N+]([O-])=O)=CC=3[N+]([O-])=O)=[CH:23][CH:22]=2)=[CH:17][CH:16]=1)([O-])=O.[C:39]([C:43]1[CH:44]=[C:45]([CH:47]=[CH:48][CH:49]=1)N)([CH3:42])([CH3:41])[CH3:40], predict the reaction product. The product is: [Cl-:1].[Cl-:1].[C:39]([C:43]1[CH:44]=[C:45]([N+:24]2[CH:23]=[CH:22][C:21]([C:18]3[CH:17]=[CH:16][N+:15]([C:48]4[CH:47]=[CH:45][CH:44]=[C:43]([C:39]([CH3:42])([CH3:41])[CH3:40])[CH:49]=4)=[CH:20][CH:19]=3)=[CH:26][CH:25]=2)[CH:47]=[CH:48][CH:49]=1)([CH3:42])([CH3:41])[CH3:40].